From a dataset of Catalyst prediction with 721,799 reactions and 888 catalyst types from USPTO. Predict which catalyst facilitates the given reaction. (1) Reactant: [CH3:1][C:2]1[CH:7]=[C:6]([CH3:8])[NH:5][C:4](=[O:9])[C:3]=1[CH2:10][NH:11][C:12]([C:14]1[CH:15]=[C:16]([C:30]2[CH:35]=[CH:34][C:33]([CH:36]=O)=[C:32]([F:38])[CH:31]=2)[CH:17]=[C:18]([N:21]([CH2:28][CH3:29])[CH:22]2[CH2:27][CH2:26][O:25][CH2:24][CH2:23]2)[C:19]=1[CH3:20])=[O:13].[NH:39]1[CH2:44][CH2:43][O:42][CH2:41][CH2:40]1.C(O)(=O)C.C(O[BH-](OC(=O)C)OC(=O)C)(=O)C.[Na+]. Product: [CH3:1][C:2]1[CH:7]=[C:6]([CH3:8])[NH:5][C:4](=[O:9])[C:3]=1[CH2:10][NH:11][C:12]([C:14]1[CH:15]=[C:16]([C:30]2[CH:35]=[CH:34][C:33]([CH2:36][N:39]3[CH2:44][CH2:43][O:42][CH2:41][CH2:40]3)=[C:32]([F:38])[CH:31]=2)[CH:17]=[C:18]([N:21]([CH2:28][CH3:29])[CH:22]2[CH2:27][CH2:26][O:25][CH2:24][CH2:23]2)[C:19]=1[CH3:20])=[O:13]. The catalyst class is: 576. (2) Reactant: O=[C:2]1[C:7]([C:8]([O:10][CH3:11])=[O:9])=[CH:6][CH:5]=[CH:4][O:3]1.[F:12][C:13]1[CH:19]=[CH:18][C:16]([NH2:17])=[CH:15][CH:14]=1. Product: [F:12][C:13]1[CH:19]=[CH:18][C:16]([N:17]2[CH:4]=[CH:5][CH:6]=[C:7]([C:8]([O:10][CH3:11])=[O:9])[C:2]2=[O:3])=[CH:15][CH:14]=1. The catalyst class is: 118. (3) Reactant: CON(C)[C:4](=[O:34])[CH2:5][O:6][CH2:7][C:8]1[CH:9]=[N:10][C:11]([N:14]2[CH:18]=[CH:17][C:16]([CH:19]([C:21]3[CH:33]=[CH:32][C:24]4[N:25]([CH2:29][O:30][CH3:31])[C:26](=[O:28])[S:27][C:23]=4[CH:22]=3)[CH3:20])=[N:15]2)=[CH:12][CH:13]=1.[CH3:36][Mg]Br. Product: [CH2:5]([O:6][CH2:7][C:8]1[CH:13]=[CH:12][C:11]([N:14]2[CH:18]=[CH:17][C:16]([CH:19]([C:21]3[CH:33]=[CH:32][C:24]4[N:25]([CH2:29][O:30][CH3:31])[C:26](=[O:28])[S:27][C:23]=4[CH:22]=3)[CH3:20])=[N:15]2)=[N:10][CH:9]=1)[C:4]([CH3:36])=[O:34]. The catalyst class is: 627. (4) Reactant: Cl[CH2:2][CH:3]([C:5]1[N:10]=[CH:9][CH:8]=[CH:7][N:6]=1)[OH:4].[I-].[Na+].[CH3:13][NH2:14]. Product: [CH3:13][NH:14][CH2:2][CH:3]([C:5]1[N:10]=[CH:9][CH:8]=[CH:7][N:6]=1)[OH:4]. The catalyst class is: 5.